This data is from Peptide-MHC class I binding affinity with 185,985 pairs from IEDB/IMGT. The task is: Regression. Given a peptide amino acid sequence and an MHC pseudo amino acid sequence, predict their binding affinity value. This is MHC class I binding data. The peptide sequence is TVLEFILQK. The MHC is HLA-B27:05 with pseudo-sequence HLA-B27:05. The binding affinity (normalized) is 0.0847.